This data is from Reaction yield outcomes from USPTO patents with 853,638 reactions. The task is: Predict the reaction yield, written as a fraction of the theoretical maximum amount of product (1.0 means a 100% yield; for example, 0.34 means a 34% yield). (1) The catalyst is C(Cl)Cl.O1CCCC1. The product is [OH:44][C@@H:43]([C:45]1[N:46]=[CH:47][C:48]([NH:51][C:35]([CH:16]2[CH:15]([C:11]3[CH:12]=[CH:13][CH:14]=[C:9]([Cl:8])[C:10]=3[F:38])[C:19]([C:22]3[CH:27]=[CH:26][C:25]([Cl:28])=[CH:24][C:23]=3[F:29])([C:20]#[N:21])[CH:18]([CH2:30][C:31]([CH3:34])([CH3:33])[CH3:32])[NH:17]2)=[O:36])=[N:49][CH:50]=1)[CH2:42][OH:41]. The yield is 0.110. The reactants are FC(F)(F)C(O)=O.[Cl:8][C:9]1[C:10]([F:38])=[C:11]([CH:15]2[C:19]([C:22]3[CH:27]=[CH:26][C:25]([Cl:28])=[CH:24][C:23]=3[F:29])([C:20]#[N:21])[CH:18]([CH2:30][C:31]([CH3:34])([CH3:33])[CH3:32])[NH:17][CH:16]2[C:35](O)=[O:36])[CH:12]=[CH:13][CH:14]=1.CC1(C)[O:44][C@@H:43]([C:45]2[N:46]=[CH:47][C:48]([NH2:51])=[N:49][CH:50]=2)[CH2:42][O:41]1.C(P1(=O)OP(CCC)(=O)OP(CCC)(=O)O1)CC.CCN(C(C)C)C(C)C.Cl. (2) The reactants are [CH3:1][C@@H:2]1[CH2:7][NH:6][CH2:5][CH2:4][NH:3]1.[CH2:8](Cl)[C:9]1[CH:14]=[CH:13][CH:12]=[CH:11][CH:10]=1.C(=O)([O-])[O-].[K+].[K+]. The catalyst is C(O)C.[OH-].[Na+]. The product is [CH2:8]([N:6]1[CH2:5][CH2:4][NH:3][C@H:2]([CH3:1])[CH2:7]1)[C:9]1[CH:14]=[CH:13][CH:12]=[CH:11][CH:10]=1. The yield is 0.490. (3) The reactants are C(Cl)(=O)C(Cl)=O.[F:7][C:8]1[CH:29]=[CH:28][C:11]([CH2:12][C:13]2([CH2:26][OH:27])[CH2:18][CH2:17][N:16]([C:19]([O:21][C:22]([CH3:25])([CH3:24])[CH3:23])=[O:20])[CH2:15][CH2:14]2)=[CH:10][CH:9]=1.C(N(CC)C(C)C)(C)C.Cl. The catalyst is C(Cl)Cl.CS(C)=O. The product is [F:7][C:8]1[CH:29]=[CH:28][C:11]([CH2:12][C:13]2([CH:26]=[O:27])[CH2:14][CH2:15][N:16]([C:19]([O:21][C:22]([CH3:25])([CH3:23])[CH3:24])=[O:20])[CH2:17][CH2:18]2)=[CH:10][CH:9]=1. The yield is 0.830. (4) The reactants are [NH:1]1[CH:8]=[CH:7][C:5](=[O:6])[NH:4][C:2]1=[O:3].C/C(/O[Si](C)(C)C)=N\[Si](C)(C)C.[C:21]([O:29][CH2:30][C@@H:31]1[C:35]([O:37][C:38](=[O:40])[CH3:39])([CH3:36])[C@:34]([F:42])([CH3:41])[CH:33](OC(=O)C)[O:32]1)(=[O:28])[C:22]1[CH:27]=[CH:26][CH:25]=[CH:24][CH:23]=1.Cl[Sn](Cl)(Cl)Cl.C(=O)(O)[O-].[Na+]. The catalyst is C(#N)C. The product is [C:21]([O:29][CH2:30][C@@H:31]1[C:35]([O:37][C:38](=[O:40])[CH3:39])([CH3:36])[C@:34]([F:42])([CH3:41])[CH:33]([N:1]2[CH:8]=[CH:7][C:5](=[O:6])[NH:4][C:2]2=[O:3])[O:32]1)(=[O:28])[C:22]1[CH:23]=[CH:24][CH:25]=[CH:26][CH:27]=1. The yield is 0.610. (5) The reactants are [N+:1]([C:4]1[CH:5]=[CH:6][C:7]2[NH:12][C:11](=[O:13])[CH2:10][S:9][C:8]=2[CH:14]=1)([O-:3])=[O:2].C(=O)([O-])[O-].[K+].[K+].Cl.Cl[CH2:23][CH2:24][N:25]([CH3:27])[CH3:26]. The catalyst is CN(C=O)C.O. The product is [CH3:26][N:25]([CH3:27])[CH2:24][CH2:23][N:12]1[C:11](=[O:13])[CH2:10][S:9][C:8]2[CH:14]=[C:4]([N+:1]([O-:3])=[O:2])[CH:5]=[CH:6][C:7]1=2. The yield is 0.553. (6) The reactants are Br[C:2]1[CH:3]=[C:4]([SH:8])[CH:5]=[CH:6][CH:7]=1.Br[CH2:10][CH2:11][O:12][Si:13](O[Si:13]([CH3:15])([CH3:14])[O:12][CH2:11][CH2:10]Br)([CH3:15])[CH3:14].[C:24]([O-])([O-])=O.[K+].[K+].[Li]C[CH2:32][CH2:33][CH3:34].[N:35]([C:44]([O:46][C:47]([CH3:50])([CH3:49])[CH3:48])=[O:45])=[N:36][C:37]([O:39][C:40]([CH3:43])([CH3:42])[CH3:41])=[O:38]. The catalyst is CC(C)=O. The product is [Si:13]([O:12][CH2:11][CH2:10][S:8][C:4]1[CH:3]=[C:2]([N:35]([C:44]([O:46][C:47]([CH3:50])([CH3:49])[CH3:48])=[O:45])[NH:36][C:37]([O:39][C:40]([CH3:41])([CH3:42])[CH3:43])=[O:38])[CH:7]=[CH:6][CH:5]=1)([C:33]([CH3:32])([CH3:34])[CH3:24])([CH3:15])[CH3:14]. The yield is 0.640.